Dataset: Forward reaction prediction with 1.9M reactions from USPTO patents (1976-2016). Task: Predict the product of the given reaction. (1) The product is: [CH:1]1([N:7]([CH2:17][CH:18]2[CH2:20][CH2:19]2)[C:8]2[N:13]=[CH:12][N:11]=[C:10]([C:14]([NH:30][C:25]3[CH:26]=[CH:27][CH:28]=[C:29]4[C:24]=3[CH:23]=[N:22][NH:21]4)=[O:16])[CH:9]=2)[CH2:2][CH2:3][CH2:4][CH2:5][CH2:6]1. Given the reactants [CH:1]1([N:7]([CH2:17][CH:18]2[CH2:20][CH2:19]2)[C:8]2[N:13]=[CH:12][N:11]=[C:10]([C:14]([OH:16])=O)[CH:9]=2)[CH2:6][CH2:5][CH2:4][CH2:3][CH2:2]1.[NH:21]1[C:29]2[CH:28]=[CH:27][CH:26]=[C:25]([NH2:30])[C:24]=2[CH:23]=[N:22]1, predict the reaction product. (2) Given the reactants [Cl:1][C:2]1[N:3]=[N:4][C:5]([NH2:8])=[CH:6][CH:7]=1.CO[C:11](OC)([N:13]([CH3:15])[CH3:14])[CH3:12], predict the reaction product. The product is: [Cl:1][C:2]1[N:3]=[N:4][C:5](/[N:8]=[C:11](/[N:13]([CH3:15])[CH3:14])\[CH3:12])=[CH:6][CH:7]=1. (3) Given the reactants [SH:1][C:2]1[S:3][C:4]2[CH2:14][CH2:13][C:12]3[C:7](=[CH:8][CH:9]=[C:10]([O:15][CH2:16][C:17]([O:19]CC)=[O:18])[CH:11]=3)[C:5]=2[N:6]=1.[Br-].[C:23]1([CH2:29][C:30]2[CH:35]=[CH:34][CH:33]=[CH:32][CH:31]=2)[CH:28]=[CH:27][CH:26]=[CH:25][CH:24]=1, predict the reaction product. The product is: [C:23]1([CH:29]([C:30]2[CH:31]=[CH:32][CH:33]=[CH:34][CH:35]=2)[S:1][C:2]2[S:3][C:4]3[CH2:14][CH2:13][C:12]4[C:7](=[CH:8][CH:9]=[C:10]([O:15][CH2:16][C:17]([OH:19])=[O:18])[CH:11]=4)[C:5]=3[N:6]=2)[CH:28]=[CH:27][CH:26]=[CH:25][CH:24]=1. (4) Given the reactants [O:1]=[C:2]1[NH:6][C:5](=[O:7])[C:4](=[CH:8][C:9]2[CH:27]=[CH:26][C:12]([O:13][C:14]3[CH:21]=[CH:20][C:17]([C:18]#[N:19])=[CH:16][C:15]=3[C:22]([F:25])([F:24])[F:23])=[C:11]([F:28])[CH:10]=2)[S:3]1.Cl[CH2:30][CH2:31][N:32]1[CH2:36][CH2:35][CH2:34][CH2:33]1, predict the reaction product. The product is: [O:1]=[C:2]1[N:6]([CH2:30][CH2:31][N:32]2[CH2:36][CH2:35][CH2:34][CH2:33]2)[C:5](=[O:7])[C:4](=[CH:8][C:9]2[CH:27]=[CH:26][C:12]([O:13][C:14]3[CH:21]=[CH:20][C:17]([C:18]#[N:19])=[CH:16][C:15]=3[C:22]([F:25])([F:23])[F:24])=[C:11]([F:28])[CH:10]=2)[S:3]1. (5) Given the reactants [F:1][C:2]([C:5]1[N:6]=[C:7]([CH2:10][N:11]2[N:15]=[C:14]([NH2:16])[CH:13]=[N:12]2)[S:8][CH:9]=1)([F:4])[CH3:3].[CH2:17]([C:19]1[O:20][C:21]([C:27]2[CH:32]=[CH:31][CH:30]=[CH:29][CH:28]=2)=[C:22]([C:24](O)=[O:25])[N:23]=1)[CH3:18], predict the reaction product. The product is: [F:1][C:2]([C:5]1[N:6]=[C:7]([CH2:10][N:11]2[N:15]=[C:14]([NH:16][C:24]([C:22]3[N:23]=[C:19]([CH2:17][CH3:18])[O:20][C:21]=3[C:27]3[CH:28]=[CH:29][CH:30]=[CH:31][CH:32]=3)=[O:25])[CH:13]=[N:12]2)[S:8][CH:9]=1)([F:4])[CH3:3]. (6) Given the reactants [CH3:1][O:2][C:3]1[CH:8]=[CH:7][C:6]([NH2:9])=[CH:5][CH:4]=1.I[C:11]1[CH:16]=[CH:15][C:14]([O:17][CH3:18])=[CH:13][CH:12]=1.C([O-])([O-])=O.[K+].[K+].N1CCC[C@H]1C(O)=O, predict the reaction product. The product is: [CH3:1][O:2][C:3]1[CH:8]=[CH:7][C:6]([NH:9][C:11]2[CH:16]=[CH:15][C:14]([O:17][CH3:18])=[CH:13][CH:12]=2)=[CH:5][CH:4]=1. (7) Given the reactants [CH2:1]([C:5]1[O:6][C:7]2[CH:13]=[CH:12][C:11]([C:14](OC)=[O:15])=[CH:10][C:8]=2[N:9]=1)[CH2:2][CH:3]=[CH2:4].[H-].[Al+3].[Li+].[H-].[H-].[H-], predict the reaction product. The product is: [CH2:1]([C:5]1[O:6][C:7]2[CH:13]=[CH:12][C:11]([CH2:14][OH:15])=[CH:10][C:8]=2[N:9]=1)[CH2:2][CH:3]=[CH2:4]. (8) Given the reactants Br[C:2]1[CH:3]=[CH:4][C:5]2[N:12]([CH2:13][CH:14]([CH3:16])[CH3:15])[CH2:11][CH2:10][CH2:9][C:8]([C:17]([O:19][CH3:20])=[O:18])=[CH:7][C:6]=2[CH:21]=1.[CH2:22]([O:26][CH2:27][CH2:28][O:29][C:30]1[CH:35]=[CH:34][C:33](OB(O)O)=[CH:32][CH:31]=1)[CH2:23][CH2:24]C.C(=O)([O-])[O-].[K+].[K+].O, predict the reaction product. The product is: [CH2:13]([N:12]1[C:5]2[CH:4]=[CH:3][C:2]([C:33]3[CH:34]=[CH:35][C:30]([O:29][CH2:28][CH2:27][O:26][CH2:22][CH2:23][CH3:24])=[CH:31][CH:32]=3)=[CH:21][C:6]=2[CH:7]=[C:8]([C:17]([O:19][CH3:20])=[O:18])[CH2:9][CH2:10][CH2:11]1)[CH:14]([CH3:16])[CH3:15]. (9) Given the reactants C[Si](C)(C)Cl.[CH3:6][C:7]([N+:13]([O-:15])=[O:14])([CH3:12])[CH2:8][CH2:9][CH2:10]O.[I-:16].[Na+], predict the reaction product. The product is: [I:16][CH2:10][CH2:9][CH2:8][C:7]([CH3:12])([N+:13]([O-:15])=[O:14])[CH3:6].